The task is: Predict the product of the given reaction.. This data is from Forward reaction prediction with 1.9M reactions from USPTO patents (1976-2016). (1) Given the reactants [CH:1]([C:5]1[CH:11]=[CH:10][C:8]([NH2:9])=[CH:7][CH:6]=1)([CH2:3][CH3:4])[CH3:2].[C:12]12[C:18](=[CH:19][CH:20]=[CH:21][CH:22]=1)[NH:17]C(=O)O[C:13]2=[O:14].O, predict the reaction product. The product is: [NH2:17][C:18]1[CH:19]=[CH:20][CH:21]=[CH:22][C:12]=1[C:13]([NH:9][C:8]1[CH:7]=[CH:6][C:5]([CH:1]([CH2:3][CH3:4])[CH3:2])=[CH:11][CH:10]=1)=[O:14]. (2) Given the reactants Br[C:2]1[C:3]([CH3:14])=[N:4][N:5]2[C:10]=1[C:9]1[S:11][CH:12]=[CH:13][C:8]=1[N:7]=[CH:6]2.[C:15]([CH2:17][C:18]1[CH:23]=[CH:22][C:21](B(O)O)=[CH:20][CH:19]=1)#[N:16].C(=O)([O-])[O-].[Na+].[Na+].ClCCl, predict the reaction product. The product is: [CH3:14][C:3]1[C:2]([C:21]2[CH:22]=[CH:23][C:18]([CH2:17][C:15]#[N:16])=[CH:19][CH:20]=2)=[C:10]2[N:5]([CH:6]=[N:7][C:8]3[CH:13]=[CH:12][S:11][C:9]=32)[N:4]=1.